From a dataset of Forward reaction prediction with 1.9M reactions from USPTO patents (1976-2016). Predict the product of the given reaction. Given the reactants Cl.[NH2:2][CH2:3][C:4]([O:6][CH2:7][CH3:8])=[O:5].[Cl:9][C:10]1[CH:11]=[C:12]([C:20]2[O:24][N:23]=[C:22]([C:25]3[CH:26]=[CH:27][CH:28]=[C:29]4[C:33]=3[N:32]([CH3:34])[CH:31]=[C:30]4[CH:35]=O)[N:21]=2)[CH:13]=[CH:14][C:15]=1[O:16][CH:17]([CH3:19])[CH3:18].[OH-].[Na+], predict the reaction product. The product is: [Cl:9][C:10]1[CH:11]=[C:12]([C:20]2[O:24][N:23]=[C:22]([C:25]3[CH:26]=[CH:27][CH:28]=[C:29]4[C:33]=3[N:32]([CH3:34])[CH:31]=[C:30]4[CH2:35][NH:2][CH2:3][C:4]([O:6][CH2:7][CH3:8])=[O:5])[N:21]=2)[CH:13]=[CH:14][C:15]=1[O:16][CH:17]([CH3:18])[CH3:19].